Task: Binary Classification. Given a drug SMILES string, predict its activity (active/inactive) in a high-throughput screening assay against a specified biological target.. Dataset: Cav3 T-type calcium channel HTS with 100,875 compounds (1) The drug is O1C(CNC(=O)CN2CCN(CC2)Cc2ccccc2)COc2c1cccc2. The result is 0 (inactive). (2) The molecule is O(C(=O)c1ccc(NC(=O)Nc2nn(cc2)C)cc1)CC. The result is 0 (inactive).